From a dataset of NCI-60 drug combinations with 297,098 pairs across 59 cell lines. Regression. Given two drug SMILES strings and cell line genomic features, predict the synergy score measuring deviation from expected non-interaction effect. (1) Drug 1: COC1=CC(=CC(=C1O)OC)C2C3C(COC3=O)C(C4=CC5=C(C=C24)OCO5)OC6C(C(C7C(O6)COC(O7)C8=CC=CS8)O)O. Drug 2: CC1=C(C(CCC1)(C)C)C=CC(=CC=CC(=CC(=O)O)C)C. Cell line: A498. Synergy scores: CSS=30.9, Synergy_ZIP=-1.05, Synergy_Bliss=-1.03, Synergy_Loewe=-12.3, Synergy_HSA=1.93. (2) Drug 1: C1C(C(OC1N2C=NC3=C(N=C(N=C32)Cl)N)CO)O. Drug 2: C1CN(CCN1C(=O)CCBr)C(=O)CCBr. Cell line: SR. Synergy scores: CSS=84.5, Synergy_ZIP=1.84, Synergy_Bliss=1.79, Synergy_Loewe=2.31, Synergy_HSA=4.41. (3) Drug 1: CC1C(C(=O)NC(C(=O)N2CCCC2C(=O)N(CC(=O)N(C(C(=O)O1)C(C)C)C)C)C(C)C)NC(=O)C3=C4C(=C(C=C3)C)OC5=C(C(=O)C(=C(C5=N4)C(=O)NC6C(OC(=O)C(N(C(=O)CN(C(=O)C7CCCN7C(=O)C(NC6=O)C(C)C)C)C)C(C)C)C)N)C. Drug 2: CC1=C(C(CCC1)(C)C)C=CC(=CC=CC(=CC(=O)O)C)C. Cell line: A549. Synergy scores: CSS=36.3, Synergy_ZIP=-3.45, Synergy_Bliss=0.598, Synergy_Loewe=6.51, Synergy_HSA=6.77. (4) Drug 1: CC1=C(C=C(C=C1)NC(=O)C2=CC=C(C=C2)CN3CCN(CC3)C)NC4=NC=CC(=N4)C5=CN=CC=C5. Drug 2: CC1=C2C(C(=O)C3(C(CC4C(C3C(C(C2(C)C)(CC1OC(=O)C(C(C5=CC=CC=C5)NC(=O)C6=CC=CC=C6)O)O)OC(=O)C7=CC=CC=C7)(CO4)OC(=O)C)O)C)OC(=O)C. Cell line: K-562. Synergy scores: CSS=82.9, Synergy_ZIP=10.2, Synergy_Bliss=11.9, Synergy_Loewe=8.79, Synergy_HSA=11.8. (5) Drug 1: CC1=CC=C(C=C1)C2=CC(=NN2C3=CC=C(C=C3)S(=O)(=O)N)C(F)(F)F. Drug 2: CC12CCC3C(C1CCC2O)C(CC4=C3C=CC(=C4)O)CCCCCCCCCS(=O)CCCC(C(F)(F)F)(F)F. Cell line: SK-MEL-28. Synergy scores: CSS=-1.49, Synergy_ZIP=5.36, Synergy_Bliss=-3.89, Synergy_Loewe=-4.73, Synergy_HSA=-4.55. (6) Drug 1: CC12CCC3C(C1CCC2=O)CC(=C)C4=CC(=O)C=CC34C. Drug 2: CC1=C(C(CCC1)(C)C)C=CC(=CC=CC(=CC(=O)O)C)C. Cell line: HOP-62. Synergy scores: CSS=49.2, Synergy_ZIP=2.88, Synergy_Bliss=6.39, Synergy_Loewe=4.42, Synergy_HSA=4.07.